Task: Predict the reactants needed to synthesize the given product.. Dataset: Full USPTO retrosynthesis dataset with 1.9M reactions from patents (1976-2016) (1) Given the product [Br:1][C:2]1[C:10]2[O:9][CH2:8][C:7]([CH3:11])([CH3:12])[C:6]=2[CH:5]=[C:4]([C:13]([OH:15])=[O:14])[CH:3]=1, predict the reactants needed to synthesize it. The reactants are: [Br:1][C:2]1[C:10]2[O:9][CH2:8][C:7]([CH3:12])([CH3:11])[C:6]=2[CH:5]=[C:4]([CH:13]=[O:14])[CH:3]=1.[O-:15][Mn](=O)(=O)=O.[K+]. (2) Given the product [C:10]([C:14]1[CH:15]=[CH:16][C:17]([CH2:18][O:19][C:2]2[C:7]([O:8][CH3:9])=[CH:6][N:5]=[CH:4][N:3]=2)=[CH:20][CH:21]=1)([CH3:13])([CH3:11])[CH3:12], predict the reactants needed to synthesize it. The reactants are: Cl[C:2]1[C:7]([O:8][CH3:9])=[CH:6][N:5]=[CH:4][N:3]=1.[C:10]([C:14]1[CH:21]=[CH:20][C:17]([CH2:18][OH:19])=[CH:16][CH:15]=1)([CH3:13])([CH3:12])[CH3:11].[H-].[Na+]. (3) Given the product [F:33][C:2]([F:1])([F:32])[C:3]1[CH:4]=[C:5]([C@H:13]([O:15][C@H:16]2[O:24][CH2:23][C@@H:19]3[CH2:20][N:21]([C:39]([CH:36]4[CH2:37][CH2:38][O:34][CH2:35]4)=[O:40])[CH2:22][C@H:18]3[C@@H:17]2[C:25]2[CH:30]=[CH:29][CH:28]=[CH:27][C:26]=2[CH3:31])[CH3:14])[CH:6]=[C:7]([C:9]([F:10])([F:11])[F:12])[CH:8]=1, predict the reactants needed to synthesize it. The reactants are: [F:1][C:2]([F:33])([F:32])[C:3]1[CH:4]=[C:5]([C@H:13]([O:15][C@H:16]2[O:24][CH2:23][C@@H:19]3[CH2:20][NH:21][CH2:22][C@H:18]3[C@@H:17]2[C:25]2[CH:30]=[CH:29][CH:28]=[CH:27][C:26]=2[CH3:31])[CH3:14])[CH:6]=[C:7]([C:9]([F:12])([F:11])[F:10])[CH:8]=1.[O:34]1[CH2:38][CH2:37][CH:36]([C:39](O)=[O:40])[CH2:35]1.